This data is from Full USPTO retrosynthesis dataset with 1.9M reactions from patents (1976-2016). The task is: Predict the reactants needed to synthesize the given product. (1) Given the product [CH2:7]([N:14]1[CH2:18][CH2:17][C:16]([C:20]2[CH:21]=[C:22]3[C:26](=[CH:27][CH:28]=2)[NH:25][CH:24]=[CH:23]3)([CH2:29][C:30]2[CH:35]=[CH:34][CH:33]=[CH:32][CH:31]=2)[CH2:15]1)[C:8]1[CH:13]=[CH:12][CH:11]=[CH:10][CH:9]=1, predict the reactants needed to synthesize it. The reactants are: [H-].[Al+3].[Li+].[H-].[H-].[H-].[CH2:7]([N:14]1[C:18](=O)[CH2:17][C:16]([CH2:29][C:30]2[CH:35]=[CH:34][CH:33]=[CH:32][CH:31]=2)([C:20]2[CH:21]=[C:22]3[C:26](=[CH:27][CH:28]=2)[NH:25][CH:24]=[CH:23]3)[C:15]1=O)[C:8]1[CH:13]=[CH:12][CH:11]=[CH:10][CH:9]=1. (2) The reactants are: [NH2:1][C:2]1[N:6]([C:7]2[N:12]=[CH:11][N:10]=[C:9]([NH:13][CH3:14])[CH:8]=2)[N:5]=[CH:4][N:3]=1.CC1(C)C2C(=C(P(C3C=CC=CC=3)C3C=CC=CC=3)C=CC=2)OC2C(P(C3C=CC=CC=3)C3C=CC=CC=3)=CC=CC1=2.C([O-])([O-])=O.[Cs+].[Cs+].[CH3:63][O:64][C:65](=[O:74])[C:66]1[CH:71]=[CH:70][C:69]([CH3:72])=[C:68](Br)[CH:67]=1. Given the product [CH3:63][O:64][C:65](=[O:74])[C:66]1[CH:71]=[CH:70][C:69]([CH3:72])=[C:68]([NH:1][C:2]2[N:6]([C:7]3[CH:8]=[C:9]([NH:13][CH3:14])[N:10]=[CH:11][N:12]=3)[N:5]=[CH:4][N:3]=2)[CH:67]=1, predict the reactants needed to synthesize it. (3) Given the product [CH3:20][N:11]([C:3]1[CH:4]=[CH:5][C:6]([N+:8]([O-:10])=[O:9])=[CH:7][C:2]=1[CH3:1])[C:12](=[O:19])[C:13]1[CH:14]=[CH:15][CH:16]=[CH:17][CH:18]=1, predict the reactants needed to synthesize it. The reactants are: [CH3:1][C:2]1[CH:7]=[C:6]([N+:8]([O-:10])=[O:9])[CH:5]=[CH:4][C:3]=1[NH:11][C:12](=[O:19])[C:13]1[CH:18]=[CH:17][CH:16]=[CH:15][CH:14]=1.[C:20](=O)([O-])[O-].[Cs+].[Cs+].CI. (4) The reactants are: C(OC([N:8]1[CH2:13][CH2:12][N:11]([C:14]2[C:15]3[C:30]([CH:31]4[CH2:33][CH2:32]4)=[CH:29][N:28]=[CH:27][C:16]=3[N:17]=[C:18]([C:20]3[CH:25]=[CH:24][N:23]=[C:22](Cl)[CH:21]=3)[N:19]=2)[CH2:10][CH2:9]1)=O)(C)(C)C.[CH3:34][N:35]1[C:43]([CH3:44])=[C:42]2[C:37]([CH:38]=[C:39]([NH2:45])[CH:40]=[CH:41]2)=[N:36]1.CC1(C)C2C=CC=C(P(C3C=CC=CC=3)C3C=CC=CC=3)C=2OC2C1=CC=CC=2P(C1C=CC=CC=1)C1C=CC=CC=1.C(=O)([O-])[O-].[Cs+].[Cs+].C(Cl)Cl.FC(F)(F)C(O)=O. Given the product [CH:31]1([C:30]2[C:15]3[C:14]([N:11]4[CH2:12][CH2:13][NH:8][CH2:9][CH2:10]4)=[N:19][C:18]([C:20]4[CH:25]=[CH:24][N:23]=[C:22]([NH:45][C:39]5[CH:40]=[CH:41][C:42]6[C:37]([CH:38]=5)=[N:36][N:35]([CH3:34])[C:43]=6[CH3:44])[CH:21]=4)=[N:17][C:16]=3[CH:27]=[N:28][CH:29]=2)[CH2:33][CH2:32]1, predict the reactants needed to synthesize it. (5) Given the product [C:16]([N:13]1[CH2:14][CH2:15][CH:11]([OH:10])[CH:12]1[C:19]1[C:20]([O:34][C:35]2[CH:36]=[CH:37][C:38]([S:41]([CH3:44])(=[O:42])=[O:43])=[CH:39][CH:40]=2)=[CH:21][C:22]2[N:26]=[C:25]([C:27]3[CH:32]=[CH:31][CH:30]=[CH:29][N:28]=3)[NH:24][C:23]=2[CH:33]=1)(=[O:18])[CH3:17], predict the reactants needed to synthesize it. The reactants are: C(=O)([O-])[O-].[K+].[K+].C([O:10][CH:11]1[CH2:15][CH2:14][N:13]([C:16](=[O:18])[CH3:17])[CH:12]1[C:19]1[C:20]([O:34][C:35]2[CH:40]=[CH:39][C:38]([S:41]([CH3:44])(=[O:43])=[O:42])=[CH:37][CH:36]=2)=[CH:21][C:22]2[N:26]=[C:25]([C:27]3[CH:32]=[CH:31][CH:30]=[CH:29][N:28]=3)[NH:24][C:23]=2[CH:33]=1)(=O)C. (6) Given the product [NH4+:7].[OH-:5].[NH2:7][C@H:8]1[CH2:9][CH2:10][C@H:11]([CH2:14][NH:15][C:16]2[C:21]([N+:22]([O-:24])=[O:23])=[CH:20][N:19]=[C:18]([NH:25][CH2:26][C:27]3[C:36]4[C:31](=[CH:32][CH:33]=[CH:34][CH:35]=4)[CH:30]=[CH:29][N:28]=3)[N:17]=2)[CH2:12][CH2:13]1, predict the reactants needed to synthesize it. The reactants are: C([O:5]C(=O)[NH:7][CH:8]1[CH2:13][CH2:12][CH:11]([CH2:14][NH:15][C:16]2[C:21]([N+:22]([O-:24])=[O:23])=[CH:20][N:19]=[C:18]([NH:25][CH2:26][C:27]3[C:36]4[C:31](=[CH:32][CH:33]=[CH:34][CH:35]=4)[CH:30]=[CH:29][N:28]=3)[N:17]=2)[CH2:10][CH2:9]1)(C)(C)C.C(O)(C(F)(F)F)=O.C([O-])([O-])=O.[Na+].[Na+].